From a dataset of NCI-60 drug combinations with 297,098 pairs across 59 cell lines. Regression. Given two drug SMILES strings and cell line genomic features, predict the synergy score measuring deviation from expected non-interaction effect. (1) Synergy scores: CSS=21.2, Synergy_ZIP=-5.68, Synergy_Bliss=-4.31, Synergy_Loewe=-3.45, Synergy_HSA=-1.56. Drug 1: CC(CN1CC(=O)NC(=O)C1)N2CC(=O)NC(=O)C2. Cell line: SK-MEL-28. Drug 2: COC1=NC(=NC2=C1N=CN2C3C(C(C(O3)CO)O)O)N. (2) Drug 1: C1=CC(=CC=C1CCCC(=O)O)N(CCCl)CCCl. Drug 2: CC1C(C(CC(O1)OC2CC(CC3=C2C(=C4C(=C3O)C(=O)C5=C(C4=O)C(=CC=C5)OC)O)(C(=O)CO)O)N)O.Cl. Cell line: MCF7. Synergy scores: CSS=44.1, Synergy_ZIP=1.35, Synergy_Bliss=2.50, Synergy_Loewe=-11.4, Synergy_HSA=4.81. (3) Drug 1: C1CNP(=O)(OC1)N(CCCl)CCCl. Drug 2: CC1C(C(CC(O1)OC2CC(CC3=C2C(=C4C(=C3O)C(=O)C5=C(C4=O)C(=CC=C5)OC)O)(C(=O)CO)O)N)O.Cl. Cell line: ACHN. Synergy scores: CSS=37.9, Synergy_ZIP=1.95, Synergy_Bliss=-2.03, Synergy_Loewe=-54.0, Synergy_HSA=-3.69. (4) Drug 1: COC1=C2C(=CC3=C1OC=C3)C=CC(=O)O2. Drug 2: C(CN)CNCCSP(=O)(O)O. Cell line: SR. Synergy scores: CSS=8.97, Synergy_ZIP=2.76, Synergy_Bliss=5.93, Synergy_Loewe=7.34, Synergy_HSA=5.49. (5) Drug 1: CN(C)C1=NC(=NC(=N1)N(C)C)N(C)C. Drug 2: C(CN)CNCCSP(=O)(O)O. Cell line: NCI-H322M. Synergy scores: CSS=0.693, Synergy_ZIP=-0.828, Synergy_Bliss=-2.54, Synergy_Loewe=-4.28, Synergy_HSA=-3.77. (6) Drug 1: CC1C(C(CC(O1)OC2CC(CC3=C2C(=C4C(=C3O)C(=O)C5=C(C4=O)C(=CC=C5)OC)O)(C(=O)CO)O)N)O.Cl. Drug 2: C1=CC=C(C(=C1)C(C2=CC=C(C=C2)Cl)C(Cl)Cl)Cl. Cell line: MDA-MB-231. Synergy scores: CSS=14.2, Synergy_ZIP=-1.35, Synergy_Bliss=11.4, Synergy_Loewe=-13.4, Synergy_HSA=0.752. (7) Drug 1: CCC1=CC2CC(C3=C(CN(C2)C1)C4=CC=CC=C4N3)(C5=C(C=C6C(=C5)C78CCN9C7C(C=CC9)(C(C(C8N6C)(C(=O)OC)O)OC(=O)C)CC)OC)C(=O)OC.C(C(C(=O)O)O)(C(=O)O)O. Cell line: OVCAR-4. Synergy scores: CSS=20.4, Synergy_ZIP=-5.73, Synergy_Bliss=0.413, Synergy_Loewe=1.45, Synergy_HSA=0.677. Drug 2: B(C(CC(C)C)NC(=O)C(CC1=CC=CC=C1)NC(=O)C2=NC=CN=C2)(O)O.